The task is: Binary Classification. Given a miRNA mature sequence and a target amino acid sequence, predict their likelihood of interaction.. This data is from Experimentally validated miRNA-target interactions with 360,000+ pairs, plus equal number of negative samples. (1) The miRNA is hsa-miR-3189-5p with sequence UGCCCCAUCUGUGCCCUGGGUAGGA. The protein sequence of the target gene is METHISCLFPELLAMIFGYLDVRDKGRAAQVCTAWRDAAYHKSVWRGVEAKLHLRRANPSLFPSLQARGIRRVQILSLRRSLSYVIQGMANIESLNLSGCYNLTDNGLGHAFVQEIGSLRALNLSLCKQITDSSLGRIAQYLKGLEVLELGGCSNITNTGLLLIAWGLQRLKSLNLRSCRHLSDVGIGHLAGMTRSAAEGCLGLEQLTLQDCQKLTDLSLKHISRGLTGLRLLNLSFCGGISDAGLLHLSHMGSLRSLNLRSCDNISDTGIMHLAMGSLRLSGLDVSFCDKVGDQSLAYI.... Result: 0 (no interaction). (2) The miRNA is hsa-miR-579-3p with sequence UUCAUUUGGUAUAAACCGCGAUU. The protein sequence of the target gene is MESLLQHLDRFSELLAVSSTTYVSTWDPATVRRALQWARYLRHIHRRFGRHGPIRTALERRLHNQWRQEGGFGRGPVPGLANFQALGHCDVLLSLRLLENRALGDAARYHLVQQLFPGPGVRDADEETLQESLARLARRRSAVHMLRFNGYRENPNLQEDSLMKTQAELLLERLQEVGKAEAERPARFLSSLWERLPQNNFLKVIAVALLQPPLSRRPQEELEPGIHKSPGEGSQVLVHWLLGNSEVFAAFCRALPAGLLTLVTSRHPALSPVYLGLLTDWGQRLHYDLQKGIWVGTESQ.... Result: 1 (interaction).